From a dataset of Reaction yield outcomes from USPTO patents with 853,638 reactions. Predict the reaction yield, written as a fraction of the theoretical maximum amount of product (1.0 means a 100% yield; for example, 0.34 means a 34% yield). (1) The reactants are [NH3:1].[Cl:2][C:3]1[C:8]([CH:9]=[O:10])=[C:7](Cl)[N:6]=[CH:5][N:4]=1. The catalyst is C1(C)C=CC=CC=1. The product is [NH2:1][C:7]1[C:8]([CH:9]=[O:10])=[C:3]([Cl:2])[N:4]=[CH:5][N:6]=1. The yield is 0.990. (2) The reactants are [CH:1]([C:3]1[S:4][CH:5]=[CH:6][C:7]=1[C:8]([OH:10])=[O:9])=O.Cl.[C:12]([NH:16][OH:17])([CH3:15])([CH3:14])[CH3:13]. No catalyst specified. The product is [C:12]([N+:16]([O-:17])=[CH:1][C:3]1[S:4][CH:5]=[CH:6][C:7]=1[C:8]([OH:10])=[O:9])([CH3:15])([CH3:14])[CH3:13]. The yield is 0.160. (3) The reactants are C(OC([N:8]1[CH2:12][CH:11]([CH2:13][O:14][CH:15]([F:17])[F:16])[CH2:10][CH:9]1[C:18]1[NH:19][C:20]([C:23]2[CH:28]=[CH:27][C:26]([Br:29])=[CH:25][CH:24]=2)=[CH:21][N:22]=1)=O)(C)(C)C.Cl.[CH3:31][O:32][C:33]([NH:35][CH:36]([CH:40]([CH3:42])[CH3:41])[C:37](O)=[O:38])=[O:34].CN(C(ON1N=NC2C=CC=NC1=2)=[N+](C)C)C.F[P-](F)(F)(F)(F)F.C(N(CC)CC)C. The catalyst is C(Cl)Cl.CN(C=O)C.CCOC(C)=O. The product is [CH3:31][O:32][C:33](=[O:34])[NH:35][CH:36]([C:37]([N:8]1[CH2:12][CH:11]([CH2:13][O:14][CH:15]([F:17])[F:16])[CH2:10][CH:9]1[C:18]1[NH:19][C:20]([C:23]2[CH:28]=[CH:27][C:26]([Br:29])=[CH:25][CH:24]=2)=[CH:21][N:22]=1)=[O:38])[CH:40]([CH3:42])[CH3:41]. The yield is 0.610. (4) The reactants are C([O-])([O-])=O.[Cs+].[Cs+].C1C=CC(P([C:20]2[C:29]([C:30]3C(P(C4C=CC=CC=4)C4C=CC=CC=4)=CC=C4C=3C=CC=C4)=[C:28]3[C:23](C=CC=C3)=[CH:22][CH:21]=2)C2C=CC=CC=2)=CC=1.[CH2:53]([N:60]1[CH2:65][CH2:64][N:63]([C:66]2[CH:67]=[C:68](Br)[CH:69]=[C:70]3[C:75]=2[N:74]=[CH:73][CH:72]=[CH:71]3)[CH2:62][CH2:61]1)[C:54]1[CH:59]=[CH:58][CH:57]=[CH:56][CH:55]=1.C([CH2:84][NH2:85])C1C=CC=CC=1. The catalyst is CCOCC.CC([O-])=O.CC([O-])=O.[Pd+2].C1(C)C=CC=CC=1. The product is [CH2:30]([N:85]([C:68]1[CH:69]=[C:70]2[C:75](=[C:66]([N:63]3[CH2:64][CH2:65][N:60]([CH2:53][C:54]4[CH:59]=[CH:58][CH:57]=[CH:56][CH:55]=4)[CH2:61][CH2:62]3)[CH:67]=1)[N:74]=[CH:73][CH:72]=[CH:71]2)[CH3:84])[C:29]1[CH:28]=[CH:23][CH:22]=[CH:21][CH:20]=1. The yield is 0.590.